From a dataset of Reaction yield outcomes from USPTO patents with 853,638 reactions. Predict the reaction yield, written as a fraction of the theoretical maximum amount of product (1.0 means a 100% yield; for example, 0.34 means a 34% yield). (1) The reactants are Cl.[C:2]([C:4]1[C:5](O)=[C:6]([C:10]2[N:20]=[CH:19][CH:18]=[CH:17][C:11]=2[C:12]([O:14][CH2:15][CH3:16])=[O:13])[CH:7]=[CH:8][CH:9]=1)#[N:3].CS([O:26][CH2:27][CH2:28][C:29]1[CH:34]=[C:33]([CH3:35])[CH:32]=[CH:31][C:30]=1[CH3:36])(=O)=O.C(=O)([O-])[O-].[K+].[K+]. The product is [C:2]([C:4]1[CH:5]=[C:6]([C:10]2[N:20]=[CH:19][CH:18]=[CH:17][C:11]=2[C:12]([O:14][CH2:15][CH3:16])=[O:13])[CH:7]=[CH:8][C:9]=1[O:26][CH2:27][CH2:28][C:29]1[CH:34]=[C:33]([CH3:35])[CH:32]=[CH:31][C:30]=1[CH3:36])#[N:3]. The yield is 0.960. The catalyst is CN(C=O)C. (2) The reactants are [Si]([O:8][CH2:9][CH2:10][CH2:11][C:12]1[CH:13]=[C:14]2[C:19](=[CH:20][CH:21]=1)[N:18]=[C:17]([C:22]1[CH:23]=[N:24][CH:25]=[CH:26][CH:27]=1)[N:16]=[C:15]2[NH:28][C:29]1[CH:34]=[CH:33][C:32]([F:35])=[C:31]([Cl:36])[CH:30]=1)(C(C)(C)C)(C)C.ClC(OC(Cl)C)=O. The catalyst is CO. The product is [Cl:36][C:31]1[CH:30]=[C:29]([NH:28][C:15]2[C:14]3[C:19](=[CH:20][CH:21]=[C:12]([CH2:11][CH2:10][CH2:9][OH:8])[CH:13]=3)[N:18]=[C:17]([C:22]3[CH:23]=[N:24][CH:25]=[CH:26][CH:27]=3)[N:16]=2)[CH:34]=[CH:33][C:32]=1[F:35]. The yield is 0.910. (3) The yield is 0.970. The product is [OH:25][CH2:24][C:23]([CH3:26])=[CH:22][CH2:21][C:4]1[C:5]([O:14][CH2:15][CH2:16][Si:17]([CH3:18])([CH3:20])[CH3:19])=[C:6]2[C:10]([CH2:9][O:8][C:7]2=[O:13])=[C:11]([CH3:12])[C:3]=1[O:2][CH3:1]. The catalyst is CO.C1COCC1. The reactants are [CH3:1][O:2][C:3]1[C:11]([CH3:12])=[C:10]2[C:6]([C:7](=[O:13])[O:8][CH2:9]2)=[C:5]([O:14][CH2:15][CH2:16][Si:17]([CH3:20])([CH3:19])[CH3:18])[C:4]=1[CH2:21][CH:22]=[C:23]([CH3:26])[CH:24]=[O:25].[Li+].[BH4-]. (4) The reactants are [N+:1]([C:4]1[CH:5]=[CH:6][CH:7]=[C:8]2[C:13]=1[N:12]=[CH:11][C:10]([OH:14])=[CH:9]2)([O-:3])=[O:2].[F:15][C:16]([F:24])([F:23])[CH2:17]OS(C)(=O)=O. No catalyst specified. The product is [N+:1]([C:4]1[CH:5]=[CH:6][CH:7]=[C:8]2[C:13]=1[N:12]=[CH:11][C:10]([O:14][CH2:17][C:16]([F:24])([F:23])[F:15])=[CH:9]2)([O-:3])=[O:2]. The yield is 0.180. (5) The yield is 0.400. The product is [F:37][C:38]1[CH:43]=[CH:42][C:41]([NH:44][C:45]([NH:1][C:2]2[CH:7]=[CH:6][CH:5]=[C:4]([N:8]([CH2:16][C:17]3[CH:22]=[CH:21][CH:20]=[C:19]([O:23][C:24]([F:28])([F:29])[CH:25]([F:26])[F:27])[CH:18]=3)[CH2:9][CH:10]([OH:15])[C:11]([F:14])([F:13])[F:12])[CH:3]=2)=[O:46])=[CH:40][CH:39]=1. The reactants are [NH2:1][C:2]1[CH:3]=[C:4]([N:8]([CH2:16][C:17]2[CH:22]=[CH:21][CH:20]=[C:19]([O:23][C:24]([F:29])([F:28])[CH:25]([F:27])[F:26])[CH:18]=2)[CH2:9][CH:10]([OH:15])[C:11]([F:14])([F:13])[F:12])[CH:5]=[CH:6][CH:7]=1.C(N(CC)CC)C.[F:37][C:38]1[CH:43]=[CH:42][C:41]([N:44]=[C:45]=[O:46])=[CH:40][CH:39]=1. The catalyst is ClCCl. (6) The reactants are [CH3:1][N:2]1[C:6]2[C:7]([Br:12])=[C:8]([NH2:11])[CH:9]=[CH:10][C:5]=2[N:4]=[CH:3]1.[NH3:13]. The catalyst is C(O)C(C)C. The product is [CH3:1][N:2]1[C:6]2[C:7]([Br:12])=[C:8]([NH:11][C:1]3[NH:13][CH2:5][CH2:6][N:2]=3)[CH:9]=[CH:10][C:5]=2[N:4]=[CH:3]1. The yield is 0.930.